From a dataset of Forward reaction prediction with 1.9M reactions from USPTO patents (1976-2016). Predict the product of the given reaction. (1) Given the reactants C[O:2][C:3]([C:5]1[CH:6]=[N:7][C:8]([C:11]2[S:12][CH:13]=[CH:14][CH:15]=2)=[N:9][CH:10]=1)=O.[H-].C([Al+]CC(C)C)C(C)C.O, predict the reaction product. The product is: [S:12]1[CH:13]=[CH:14][CH:15]=[C:11]1[C:8]1[N:9]=[CH:10][C:5]([CH2:3][OH:2])=[CH:6][N:7]=1. (2) Given the reactants [NH:1]1[C:9]2[C:4](=[CH:5][C:6]([C:10]([O:12][CH3:13])=[O:11])=[CH:7][CH:8]=2)[CH:3]=[N:2]1.[I:14]I.[OH-].[K+], predict the reaction product. The product is: [I:14][C:3]1[C:4]2[C:9](=[CH:8][CH:7]=[C:6]([C:10]([O:12][CH3:13])=[O:11])[CH:5]=2)[NH:1][N:2]=1. (3) Given the reactants [OH:1][C:2]1[C:3]2[C:10]3[CH2:11][CH2:12][C:13]([CH3:18])([C:15](O)=[O:16])[CH2:14][C:9]=3[S:8][C:4]=2[N:5]=[CH:6][N:7]=1.S(Cl)([Cl:21])=O, predict the reaction product. The product is: [OH:1][C:2]1[C:3]2[C:10]3[CH2:11][CH2:12][C:13]([CH3:18])([C:15]([Cl:21])=[O:16])[CH2:14][C:9]=3[S:8][C:4]=2[N:5]=[CH:6][N:7]=1. (4) Given the reactants Cl[C:2]1[C:11]2[C:6](=[CH:7][CH:8]=[CH:9][CH:10]=2)[CH:5]=[C:4]([NH:12][C:13]2[CH:17]=[CH:16][NH:15][N:14]=2)[N:3]=1.[CH3:18][C:19]1[C:20](B(O)O)=[CH:21][S:22][CH:23]=1, predict the reaction product. The product is: [CH3:18][C:19]1[C:20]([C:2]2[C:11]3[C:6](=[CH:7][CH:8]=[CH:9][CH:10]=3)[CH:5]=[C:4]([NH:12][C:13]3[CH:17]=[CH:16][NH:15][N:14]=3)[N:3]=2)=[CH:21][S:22][CH:23]=1. (5) Given the reactants [CH:1]([N:3]1[CH2:8][CH2:7][N:6]([CH2:9][CH2:10][CH2:11][C:12]2[C:20]3[CH2:19][CH2:18][CH2:17][CH2:16][C:15]=3[NH:14][C:13]=2[CH:21]=O)[CH2:5][CH2:4]1)=[O:2].[CH3:23][NH:24][S:25]([C:28]1[CH:29]=[C:30]2[C:34](=[CH:35][CH:36]=1)[NH:33][C:32](=[O:37])[CH2:31]2)(=[O:27])=[O:26], predict the reaction product. The product is: [CH3:23][NH:24][S:25]([C:28]1[CH:29]=[C:30]2[C:34](=[CH:35][CH:36]=1)[NH:33][C:32](=[O:37])/[C:31]/2=[CH:21]\[C:13]1[NH:14][C:15]2[CH2:16][CH2:17][CH2:18][CH2:19][C:20]=2[C:12]=1[CH2:11][CH2:10][CH2:9][N:6]1[CH2:5][CH2:4][N:3]([CH:1]=[O:2])[CH2:8][CH2:7]1)(=[O:27])=[O:26]. (6) Given the reactants [Br:1][C:2]1[CH:3]=[C:4]([CH2:8][C:9]([OH:11])=[O:10])[CH:5]=[CH:6][CH:7]=1.[CH3:12]O, predict the reaction product. The product is: [Br:1][C:2]1[CH:3]=[C:4]([CH2:8][C:9]([O:11][CH3:12])=[O:10])[CH:5]=[CH:6][CH:7]=1. (7) Given the reactants [C:1]([C:4]1[CH:9]=[CH:8][C:7]([N:10]=[C:11]=[O:12])=[CH:6][CH:5]=1)(=[O:3])[CH3:2].[CH3:13][C:14]([OH:18])([CH3:17])[CH2:15][OH:16], predict the reaction product. The product is: [C:1]([C:4]1[CH:9]=[CH:8][C:7]([NH:10][C:11](=[O:12])[O:16][CH2:15][C:14]([OH:18])([CH3:17])[CH3:13])=[CH:6][CH:5]=1)(=[O:3])[CH3:2]. (8) Given the reactants [NH:1]1[C:9]2[C:4](=[CH:5][CH:6]=[CH:7][CH:8]=2)[C:3]([CH:10]2[C:15](=[O:16])[CH2:14][C:13]([CH3:18])([CH3:17])[CH2:12][C:11]2=[O:19])=[CH:2]1.[F:20][B-:21]([F:24])([F:23])[F:22].[H+].[CH2:26](OC(OCC)OCC)C, predict the reaction product. The product is: [F:20][B-:21]([F:24])([F:23])[F:22].[CH3:18][C:13]1([CH3:17])[CH2:14][C:15]2[O+:16]=[CH:26][C:2]3[NH:1][C:9]4[CH:8]=[CH:7][CH:6]=[CH:5][C:4]=4[C:3]=3[C:10]=2[C:11](=[O:19])[CH2:12]1.